Dataset: M1 muscarinic receptor agonist screen with 61,833 compounds. Task: Binary Classification. Given a drug SMILES string, predict its activity (active/inactive) in a high-throughput screening assay against a specified biological target. (1) The molecule is O=C1N(C(=O)C2C1C1N(C2C(=O)c2occc2)C=Cc2c1cccc2)c1ccc(cc1)C. The result is 0 (inactive). (2) The result is 0 (inactive). The drug is O=c1n(CC(=O)N(CCC)CCC)c2c(c(=O)n1CCCCC(=O)NCc1occc1)cccc2. (3) The molecule is S(=O)(=O)(Cc1oc(C(=O)N2CCOCC2)cc1)c1ccc(OC)cc1. The result is 0 (inactive). (4) The drug is S(Cc1n(c2c(n1)cccc2)CCO)c1n(c2c(n1)cccc2)C. The result is 0 (inactive). (5) The drug is O1C(CN(CC1C)CCC(=O)Nc1cc2CCCc2cc1)C. The result is 0 (inactive). (6) The result is 0 (inactive). The compound is O=C(NC1CCN(CC1)C(OCC)=O)C1CCN(CC1)c1nnc(N2CCOCC2)cc1. (7) The drug is O(c1cc(NC(=O)c2noc(c2)C)ccc1OC)C. The result is 0 (inactive). (8) The molecule is S=P(c1c(n(nc1C)c1ccccc1)C)(c1n(ccn1)C=C)c1n(ccn1)C=C. The result is 0 (inactive).